This data is from NCI-60 drug combinations with 297,098 pairs across 59 cell lines. The task is: Regression. Given two drug SMILES strings and cell line genomic features, predict the synergy score measuring deviation from expected non-interaction effect. (1) Drug 1: CC1=C2C(C(=O)C3(C(CC4C(C3C(C(C2(C)C)(CC1OC(=O)C(C(C5=CC=CC=C5)NC(=O)OC(C)(C)C)O)O)OC(=O)C6=CC=CC=C6)(CO4)OC(=O)C)OC)C)OC. Drug 2: CC1=CC2C(CCC3(C2CCC3(C(=O)C)OC(=O)C)C)C4(C1=CC(=O)CC4)C. Cell line: SK-MEL-5. Synergy scores: CSS=32.5, Synergy_ZIP=6.19, Synergy_Bliss=3.27, Synergy_Loewe=-30.2, Synergy_HSA=-3.38. (2) Drug 1: C1C(C(OC1N2C=NC3=C(N=C(N=C32)Cl)N)CO)O. Drug 2: CCN(CC)CCNC(=O)C1=C(NC(=C1C)C=C2C3=C(C=CC(=C3)F)NC2=O)C. Cell line: PC-3. Synergy scores: CSS=12.2, Synergy_ZIP=-5.56, Synergy_Bliss=-1.15, Synergy_Loewe=-1.42, Synergy_HSA=-0.807. (3) Drug 1: CC1=CC2C(CCC3(C2CCC3(C(=O)C)OC(=O)C)C)C4(C1=CC(=O)CC4)C. Drug 2: CC1C(C(CC(O1)OC2CC(CC3=C2C(=C4C(=C3O)C(=O)C5=CC=CC=C5C4=O)O)(C(=O)C)O)N)O. Cell line: SK-MEL-5. Synergy scores: CSS=58.0, Synergy_ZIP=-2.93, Synergy_Bliss=0.111, Synergy_Loewe=-5.87, Synergy_HSA=2.61. (4) Drug 1: CC1=C(N=C(N=C1N)C(CC(=O)N)NCC(C(=O)N)N)C(=O)NC(C(C2=CN=CN2)OC3C(C(C(C(O3)CO)O)O)OC4C(C(C(C(O4)CO)O)OC(=O)N)O)C(=O)NC(C)C(C(C)C(=O)NC(C(C)O)C(=O)NCCC5=NC(=CS5)C6=NC(=CS6)C(=O)NCCC[S+](C)C)O. Drug 2: CC1C(C(CC(O1)OC2CC(CC3=C2C(=C4C(=C3O)C(=O)C5=CC=CC=C5C4=O)O)(C(=O)C)O)N)O. Cell line: HCT-15. Synergy scores: CSS=39.3, Synergy_ZIP=-11.7, Synergy_Bliss=-14.9, Synergy_Loewe=-10.8, Synergy_HSA=-9.28. (5) Synergy scores: CSS=33.3, Synergy_ZIP=-8.40, Synergy_Bliss=-3.60, Synergy_Loewe=-4.54, Synergy_HSA=-0.609. Drug 1: C1=NC2=C(N1)C(=S)N=CN2. Cell line: SK-OV-3. Drug 2: CCC1(C2=C(COC1=O)C(=O)N3CC4=CC5=C(C=CC(=C5CN(C)C)O)N=C4C3=C2)O.Cl.